Dataset: Peptide-MHC class II binding affinity with 134,281 pairs from IEDB. Task: Regression. Given a peptide amino acid sequence and an MHC pseudo amino acid sequence, predict their binding affinity value. This is MHC class II binding data. (1) The peptide sequence is YLFAKDKSGPLQPGV. The binding affinity (normalized) is 0.175. The MHC is HLA-DQA10301-DQB10302 with pseudo-sequence HLA-DQA10301-DQB10302. (2) The peptide sequence is VKIEYSGTNNKTMAV. The MHC is DRB1_0301 with pseudo-sequence DRB1_0301. The binding affinity (normalized) is 0.334. (3) The binding affinity (normalized) is 0.580. The MHC is DRB5_0101 with pseudo-sequence DRB5_0101. The peptide sequence is KFDSRLAFHHMAREKH. (4) The peptide sequence is KMMGVPLQCSA. The MHC is HLA-DQA10101-DQB10501 with pseudo-sequence HLA-DQA10101-DQB10501. The binding affinity (normalized) is 0.296.